Predict the product of the given reaction. From a dataset of Forward reaction prediction with 1.9M reactions from USPTO patents (1976-2016). (1) Given the reactants [CH2:1]([Li])CCC.C(NC(C)C)(C)C.[Si:13]([O:20][CH:21]1[CH2:26][CH2:25][CH:24]([C:27]([O:29][CH2:30][CH3:31])=[O:28])[CH2:23][CH2:22]1)([C:16]([CH3:19])([CH3:18])[CH3:17])([CH3:15])[CH3:14].CI, predict the reaction product. The product is: [Si:13]([O:20][CH:21]1[CH2:22][CH2:23][C:24]([CH3:1])([C:27]([O:29][CH2:30][CH3:31])=[O:28])[CH2:25][CH2:26]1)([C:16]([CH3:19])([CH3:18])[CH3:17])([CH3:15])[CH3:14]. (2) Given the reactants [O:1]1CCO[CH:2]1[C:6]1[C:11]([O:12][CH2:13][C:14]2[C:15]([C:20]3[N:24]([CH:25]([CH3:27])[CH3:26])[N:23]=[CH:22][C:21]=3[CH3:28])=[N:16][CH:17]=[CH:18][CH:19]=2)=[CH:10][N:9]=[C:8]([O:29][CH3:30])[CH:7]=1.Cl, predict the reaction product. The product is: [CH:25]([N:24]1[C:20]([C:15]2[C:14]([CH2:13][O:12][C:11]3[C:6]([CH:2]=[O:1])=[CH:7][C:8]([O:29][CH3:30])=[N:9][CH:10]=3)=[CH:19][CH:18]=[CH:17][N:16]=2)=[C:21]([CH3:28])[CH:22]=[N:23]1)([CH3:27])[CH3:26]. (3) Given the reactants [Cl:1][C:2]1[CH:7]=[CH:6][C:5]([C:8]2[CH:9]=[C:10]([C:20](O)=[O:21])[C:11]3[CH:16]=[N:15][N:14]([CH:17]([CH3:19])[CH3:18])[C:12]=3[N:13]=2)=[CH:4][CH:3]=1.Cl.[NH2:24][CH2:25][C:26]1[C:27](=[O:34])[NH:28][C:29]([CH3:33])=[CH:30][C:31]=1[CH3:32].CN1CCOCC1.ON1C2N=CC=CC=2N=N1.C(Cl)CCl, predict the reaction product. The product is: [Cl:1][C:2]1[CH:7]=[CH:6][C:5]([C:8]2[CH:9]=[C:10]([C:20]([NH:24][CH2:25][C:26]3[C:27](=[O:34])[NH:28][C:29]([CH3:33])=[CH:30][C:31]=3[CH3:32])=[O:21])[C:11]3[CH:16]=[N:15][N:14]([CH:17]([CH3:19])[CH3:18])[C:12]=3[N:13]=2)=[CH:4][CH:3]=1. (4) Given the reactants [Br:1][C:2]1[CH:3]=[CH:4][CH:5]=[C:6]2[C:11]=1[N:10]=[C:9](Cl)[N:8]=[C:7]2[OH:13].[CH3:14][NH:15][C:16]([CH3:19])([CH3:18])[CH3:17], predict the reaction product. The product is: [Br:1][C:2]1[CH:3]=[CH:4][CH:5]=[C:6]2[C:11]=1[N:10]=[C:9]([N:15]([C:16]([CH3:19])([CH3:18])[CH3:17])[CH3:14])[NH:8][C:7]2=[O:13]. (5) Given the reactants [CH3:1][S:2](Cl)(=[O:4])=[O:3].[NH2:6][CH2:7][C:8]1([C:14]([O:16][CH2:17][CH3:18])=[O:15])[CH2:13][CH2:12][CH2:11][CH2:10][O:9]1.CCN(C(C)C)C(C)C, predict the reaction product. The product is: [CH3:1][S:2]([NH:6][CH2:7][C:8]1([C:14]([O:16][CH2:17][CH3:18])=[O:15])[CH2:13][CH2:12][CH2:11][CH2:10][O:9]1)(=[O:4])=[O:3].